Dataset: Full USPTO retrosynthesis dataset with 1.9M reactions from patents (1976-2016). Task: Predict the reactants needed to synthesize the given product. (1) Given the product [CH:23]1([CH2:29][Sn:7]([CH2:33][CH:34]2[CH2:22][CH2:18][CH2:19][CH2:36][CH2:35]2)([C:10]2[CH:15]=[CH:14][CH:13]=[CH:12][CH:11]=2)[C:1]2[CH:6]=[CH:5][CH:4]=[CH:3][CH:2]=2)[CH2:28][CH2:27][CH2:26][CH2:25][CH2:24]1, predict the reactants needed to synthesize it. The reactants are: [C:1]1([Sn:7]([C:10]2[CH:15]=[CH:14][CH:13]=[CH:12][CH:11]=2)(Cl)Cl)[CH:6]=[CH:5][CH:4]=[CH:3][CH:2]=1.CO[CH:18]1[CH2:22]CC[CH2:19]1.[CH:23]1([CH2:29][Mg]Br)[CH2:28][CH2:27][CH2:26][CH2:25][CH2:24]1.O1[CH2:36][CH2:35][CH2:34][CH2:33]1. (2) Given the product [C:1]([O:5][P:6]([O:13][CH2:14][CH2:15][N:16]([CH3:27])[C:17](=[O:26])[O:18][CH2:19][C:20]1[CH:25]=[CH:24][CH:23]=[CH:22][CH:21]=1)([O:8][C:9]([CH3:12])([CH3:11])[CH3:10])=[O:7])([CH3:2])([CH3:3])[CH3:4], predict the reactants needed to synthesize it. The reactants are: [C:1]([O:5][P:6]([O:13][CH2:14][CH2:15][N:16]([CH2:27]C)[C:17](=[O:26])[O:18][CH2:19][C:20]1[CH:25]=[CH:24][CH:23]=[CH:22][CH:21]=1)([O:8][C:9]([CH3:12])([CH3:11])[CH3:10])=[O:7])([CH3:4])([CH3:3])[CH3:2].OCCN(C)C(=O)OCC1C=CC=CC=1. (3) Given the product [CH2:24]([O:23][CH2:22][CH2:21][N:14]1[C:15]2=[N:16][CH:17]=[CH:18][CH:19]=[C:20]2[C:12]([N:16]2[CH2:17][CH2:18][CH2:19][CH2:20][CH2:15]2)=[CH:13]1)[CH3:25], predict the reactants needed to synthesize it. The reactants are: C(OC(N1CCC([C:12]2[C:20]3[C:15](=[N:16][CH:17]=[CH:18][CH:19]=3)[N:14]([CH2:21][CH2:22][O:23][CH2:24][CH3:25])[CH:13]=2)CC1)=O)C.[OH-].[K+]. (4) Given the product [CH3:49][O:50][CH2:36][CH:37]([NH:42][C:31]([C:22]1[CH:21]=[C:20]([C:14]2[CH:15]=[CH:16][C:17]([F:19])=[CH:18][C:13]=2[Cl:12])[CH:25]=[C:24]([C:26]2[S:30][CH:29]=[N:28][CH:27]=2)[CH:23]=1)=[O:32])[CH3:38], predict the reactants needed to synthesize it. The reactants are: CCN=C=NCCCN(C)C.[Cl:12][C:13]1[CH:18]=[C:17]([F:19])[CH:16]=[CH:15][C:14]=1[C:20]1[CH:25]=[C:24]([C:26]2[S:30][CH:29]=[N:28][CH:27]=2)[CH:23]=[C:22]([C:31](O)=[O:32])[CH:21]=1.C1C=[CH:36][C:37]2[N:42](O)N=N[C:38]=2C=1.CN1[C:49](=[O:50])CCC1. (5) Given the product [Cl:1][C:2]1[CH:7]=[C:6]([C:16]2[CH:17]=[N:18][C:19]([C:22]([F:25])([F:24])[F:23])=[N:20][CH:21]=2)[C:5]([Cl:9])=[CH:4][N:3]=1, predict the reactants needed to synthesize it. The reactants are: [Cl:1][C:2]1[CH:7]=[C:6](I)[C:5]([Cl:9])=[CH:4][N:3]=1.CC1(C)OB([C:16]2[CH:17]=[N:18][C:19]([C:22]([F:25])([F:24])[F:23])=[N:20][CH:21]=2)OC1(C)C.C(=O)([O-])[O-].[K+].[K+].O. (6) Given the product [Br:13][CH:8]([C:6]1[CH:5]=[CH:4][CH:3]=[C:2]([Cl:1])[N:7]=1)[CH2:9][CH3:10], predict the reactants needed to synthesize it. The reactants are: [Cl:1][C:2]1[N:7]=[C:6]([CH:8](O)[CH2:9][CH3:10])[CH:5]=[CH:4][CH:3]=1.C(Br)(Br)(Br)[Br:13].C1(P(C2C=CC=CC=2)C2C=CC=CC=2)C=CC=CC=1. (7) Given the product [CH2:6]([Br:24])[CH2:7][CH2:8][CH2:9][CH2:10][CH2:11][CH2:12][CH2:13]/[CH:14]=[CH:15]\[CH2:16]/[CH:17]=[CH:18]\[CH2:19][CH2:20][CH2:21][CH2:22][CH3:23], predict the reactants needed to synthesize it. The reactants are: CS(O[CH2:6][CH2:7][CH2:8][CH2:9][CH2:10][CH2:11][CH2:12][CH2:13]/[CH:14]=[CH:15]\[CH2:16]/[CH:17]=[CH:18]\[CH2:19][CH2:20][CH2:21][CH2:22][CH3:23])(=O)=O.[Br-:24].[Li+]. (8) The reactants are: C([O:5][N:6]=[C:7]1[C:16]2[C:11](=[CH:12][CH:13]=[C:14]([O:17][CH2:18][CH2:19][Cl:20])[CH:15]=2)[O:10][C:9]([C:21]2[N:26]=[CH:25][N:24]3[CH:27]=[CH:28][CH:29]=[C:23]3[CH:22]=2)=[CH:8]1)(C)(C)C.[O:30]1[CH2:36][CH2:35][CH2:34][NH:33][CH2:32][CH2:31]1. Given the product [ClH:20].[O:30]1[CH2:36][CH2:35][CH2:34][N:33]([CH2:19][CH2:18][O:17][C:14]2[CH:15]=[C:16]3[C:11](=[CH:12][CH:13]=2)[O:10][C:9]([C:21]2[N:26]=[CH:25][N:24]4[CH:27]=[CH:28][CH:29]=[C:23]4[CH:22]=2)=[CH:8][C:7]3=[N:6][OH:5])[CH2:32][CH2:31]1, predict the reactants needed to synthesize it. (9) Given the product [CH3:1][C:2]([CH3:19])([CH2:8][C:9]1[CH:18]=[CH:17][C:16]2[C:11](=[CH:12][CH:13]=[CH:14][CH:15]=2)[CH:10]=1)[C:3]([OH:5])=[O:4], predict the reactants needed to synthesize it. The reactants are: [CH3:1][C:2]([CH3:19])([CH2:8][C:9]1[CH:18]=[CH:17][C:16]2[C:11](=[CH:12][CH:13]=[CH:14][CH:15]=2)[CH:10]=1)[C:3]([O:5]CC)=[O:4].Cl. (10) Given the product [C:1]([N:4]1[C:13]2[C:8](=[CH:9][CH:10]=[CH:11][CH:12]=2)[CH:7]([NH:14][C:15]2[CH:16]=[CH:17][C:18]([CH2:21][O:22][CH3:27])=[CH:19][CH:20]=2)[CH2:6][CH:5]1[CH3:23])(=[O:3])[CH3:2], predict the reactants needed to synthesize it. The reactants are: [C:1]([N:4]1[C:13]2[C:8](=[CH:9][CH:10]=[CH:11][CH:12]=2)[CH:7]([NH:14][C:15]2[CH:20]=[CH:19][C:18]([CH2:21][OH:22])=[CH:17][CH:16]=2)[CH2:6][CH:5]1[CH3:23])(=[O:3])[CH3:2].[H-].[Na+].I[CH3:27].